Dataset: Reaction yield outcomes from USPTO patents with 853,638 reactions. Task: Predict the reaction yield, written as a fraction of the theoretical maximum amount of product (1.0 means a 100% yield; for example, 0.34 means a 34% yield). (1) The reactants are [CH3:1][N:2]1[CH2:7][CH2:6][NH:5][CH2:4][CH2:3]1.[NH2:8][C:9]1[CH:32]=[CH:31][C:12]([O:13][C:14]2[CH:19]=[CH:18][N:17]=[C:16]3[CH:20]=[C:21]([C:23]4[CH:30]=[CH:29][C:26]([CH:27]=O)=[CH:25][CH:24]=4)[S:22][C:15]=23)=[C:11]([F:33])[CH:10]=1.C(O[BH-](OC(=O)C)OC(=O)C)(=O)C.[Na+].C([O-])([O-])=O.[Na+].[Na+]. The catalyst is C(Cl)Cl. The product is [F:33][C:11]1[CH:10]=[C:9]([CH:32]=[CH:31][C:12]=1[O:13][C:14]1[CH:19]=[CH:18][N:17]=[C:16]2[CH:20]=[C:21]([C:23]3[CH:30]=[CH:29][C:26]([CH2:27][N:5]4[CH2:6][CH2:7][N:2]([CH3:1])[CH2:3][CH2:4]4)=[CH:25][CH:24]=3)[S:22][C:15]=12)[NH2:8]. The yield is 0.640. (2) The reactants are [O:1]=[C:2]1[N:7]2[CH2:8][CH2:9][CH2:10][CH:11]([N:12]3C(=O)C4C(=CC=CC=4)C3=O)[C:6]2=[N:5][C:4]([C:23]2[CH:28]=[CH:27][N:26]=[CH:25][CH:24]=2)=[CH:3]1.O.NN. The catalyst is C(O)C. The yield is 0.660. The product is [NH2:12][CH:11]1[C:6]2=[N:5][C:4]([C:23]3[CH:28]=[CH:27][N:26]=[CH:25][CH:24]=3)=[CH:3][C:2](=[O:1])[N:7]2[CH2:8][CH2:9][CH2:10]1. (3) The reactants are C(N(CC)CC)C.Cl.[O:9]=[C:10]1[CH:15]([N:16]2[C:24](=[O:25])[C:23]3[C:18](=[CH:19][CH:20]=[CH:21][C:22]=3[CH2:26][NH:27][CH3:28])[C:17]2=[O:29])[CH2:14][CH2:13][C:12](=[O:30])[NH:11]1.[C:31](Cl)(=[O:40])[C:32]1[CH:37]=[CH:36][CH:35]=[C:34]([O:38][CH3:39])[CH:33]=1. The catalyst is C1COCC1. The product is [O:9]=[C:10]1[CH:15]([N:16]2[C:24](=[O:25])[C:23]3[C:18](=[CH:19][CH:20]=[CH:21][C:22]=3[CH2:26][N:27]([CH3:28])[C:31](=[O:40])[C:32]3[CH:37]=[CH:36][CH:35]=[C:34]([O:38][CH3:39])[CH:33]=3)[C:17]2=[O:29])[CH2:14][CH2:13][C:12](=[O:30])[NH:11]1. The yield is 0.710. (4) The catalyst is C(Cl)Cl. The product is [Cl:1][CH2:2][CH2:3][CH2:4][NH:5][C:20](=[O:21])[C:19]1[CH:18]=[CH:17][C:16]([N+:13]([O-:15])=[O:14])=[CH:24][CH:23]=1. The reactants are [Cl:1][CH2:2][CH2:3][CH2:4][NH2:5].C(N(CC)CC)C.[N+:13]([C:16]1[CH:24]=[CH:23][C:19]([C:20](Cl)=[O:21])=[CH:18][CH:17]=1)([O-:15])=[O:14]. The yield is 0.910. (5) The reactants are [F:1][C:2]([F:14])([F:13])[CH:3]([C:5]1[C:6]([F:12])=[N:7][CH:8]=[CH:9][C:10]=1[I:11])[OH:4]. The catalyst is C1(C)C=CC=CC=1.[O-2].[Mn+4].[O-2]. The product is [F:14][C:2]([F:1])([F:13])[C:3]([C:5]1[C:6]([F:12])=[N:7][CH:8]=[CH:9][C:10]=1[I:11])=[O:4]. The yield is 0.890. (6) The reactants are C([O:8][C:9]1[CH:10]=[CH:11][C:12]2[N:13]([N:16]=[CH:17][C:18]=2[C:19]([O:21][CH3:22])=[O:20])[C:14]=1[CH3:15])C1C=CC=CC=1. The catalyst is C1COCC1.CO.[Pd]. The product is [OH:8][C:9]1[CH:10]=[CH:11][C:12]2[N:13]([N:16]=[CH:17][C:18]=2[C:19]([O:21][CH3:22])=[O:20])[C:14]=1[CH3:15]. The yield is 0.860. (7) The reactants are [CH3:1][N:2]1[C:6]([CH2:7][O:8][C:9]2[N:14]=[N:13][C:12]([C:15]([OH:17])=O)=[CH:11][CH:10]=2)=[C:5]([C:18]2[CH:23]=[CH:22][CH:21]=[CH:20][N:19]=2)[N:4]=[N:3]1.CN(C(ON1N=NC2C=CC=CC1=2)=[N+](C)C)C.[B-](F)(F)(F)F.CCN(C(C)C)C(C)C.[NH2:55][CH:56]1[CH2:61][CH2:60][O:59][CH2:58][CH2:57]1. The catalyst is CN(C=O)C. The product is [O:59]1[CH2:60][CH2:61][CH:56]([NH:55][C:15]([C:12]2[N:13]=[N:14][C:9]([O:8][CH2:7][C:6]3[N:2]([CH3:1])[N:3]=[N:4][C:5]=3[C:18]3[CH:23]=[CH:22][CH:21]=[CH:20][N:19]=3)=[CH:10][CH:11]=2)=[O:17])[CH2:57][CH2:58]1. The yield is 0.810.